From a dataset of Retrosynthesis with 50K atom-mapped reactions and 10 reaction types from USPTO. Predict the reactants needed to synthesize the given product. (1) Given the product CCCc1cc(CO)cc(Cl)c1OC(C(=O)OC)c1ccc2c(c1)OCO2, predict the reactants needed to synthesize it. The reactants are: CCCc1cc(CO)cc(Cl)c1O.COC(=O)C(Br)c1ccc2c(c1)OCO2. (2) Given the product Cc1ccc(C(=O)Nc2ccc3c(c2)CCN3C(=O)OC(C)(C)C)c(Cl)n1, predict the reactants needed to synthesize it. The reactants are: CC(C)(C)OC(=O)N1CCc2cc(N)ccc21.Cc1ccc(C(=O)O)c(Cl)n1.